Predict which catalyst facilitates the given reaction. From a dataset of Catalyst prediction with 721,799 reactions and 888 catalyst types from USPTO. (1) Product: [Cl:20][C:10]1[C:11]([O:18][CH3:19])=[CH:12][C:13]([O:16][CH3:17])=[C:14]([CH3:15])[C:9]=1[NH2:8]. Reactant: Cl.C(OC(=O)[NH:8][C:9]1[C:14]([CH3:15])=[C:13]([O:16][CH3:17])[CH:12]=[C:11]([O:18][CH3:19])[C:10]=1[Cl:20])(C)(C)C. The catalyst class is: 12. (2) Reactant: [CH3:1][O:2][C:3]1[CH:4]=[CH:5][CH:6]=[C:7]2[C:11]=1[CH:10]([NH:12][C:13]1[C:18]([C:19]([O-])=[O:20])=[CH:17][N:16]=[C:15]([S:22][CH3:23])[N:14]=1)[CH2:9][CH2:8]2.[H-].[Al+3].[Li+].[H-].[H-].[H-]. The catalyst class is: 7. Product: [CH3:1][O:2][C:3]1[CH:4]=[CH:5][CH:6]=[C:7]2[C:11]=1[CH:10]([NH:12][C:13]1[C:18]([CH2:19][OH:20])=[CH:17][N:16]=[C:15]([S:22][CH3:23])[N:14]=1)[CH2:9][CH2:8]2. (3) Reactant: [CH3:1][N:2](C(OCC1C=CC=CC=1)=O)[NH:3][C:4]([O:6][C:7]([CH3:10])([CH3:9])[CH3:8])=[O:5]. The catalyst class is: 29. Product: [CH3:1][NH:2][NH:3][C:4]([O:6][C:7]([CH3:10])([CH3:9])[CH3:8])=[O:5].